Dataset: Forward reaction prediction with 1.9M reactions from USPTO patents (1976-2016). Task: Predict the product of the given reaction. (1) Given the reactants [CH3:1][Si:2]([CH3:21])([CH3:20])[CH2:3][CH2:4][O:5][CH2:6][O:7][C:8]1[C:9]([CH2:18]O)=[CH:10][C:11]2[C:16]([CH:17]=1)=[CH:15][CH:14]=[CH:13][CH:12]=2.C(Br)(Br)(Br)[Br:23].C1(P(C2C=CC=CC=2)C2C=CC=CC=2)C=CC=CC=1, predict the reaction product. The product is: [Br:23][CH2:18][C:9]1[C:8]([O:7][CH2:6][O:5][CH2:4][CH2:3][Si:2]([CH3:21])([CH3:20])[CH3:1])=[CH:17][C:16]2[C:11](=[CH:12][CH:13]=[CH:14][CH:15]=2)[CH:10]=1. (2) Given the reactants [C:1]1([C:7]2([C:19]#[N:20])[CH2:12][CH2:11][N:10]([C:13](=[O:18])[C:14]([F:17])([F:16])[F:15])[CH2:9][CH2:8]2)[CH:6]=[CH:5][CH:4]=[CH:3][CH:2]=1.FC(F)(F)C(OC(=O)C(F)(F)F)=O.[N+:34]([O-])([O-:36])=[O:35].[K+].O, predict the reaction product. The product is: [N+:34]([C:4]1[CH:3]=[CH:2][C:1]([C:7]2([C:19]#[N:20])[CH2:8][CH2:9][N:10]([C:13](=[O:18])[C:14]([F:16])([F:17])[F:15])[CH2:11][CH2:12]2)=[CH:6][CH:5]=1)([O-:36])=[O:35]. (3) Given the reactants [CH2:1]([N:3]1[C:15]2[CH:14]=[CH:13][C:12]([C:16](=[O:18])[CH3:17])=[CH:11][C:10]=2[C:9]2[C:4]1=[CH:5][CH:6]=[C:7]([C:19](=[O:28])[C:20]1[CH:25]=[CH:24][C:23]([F:26])=[CH:22][C:21]=1[CH3:27])[CH:8]=2)[CH3:2].[CH3:29][C:30](C)([O-:32])C.[K+].CCCCCC, predict the reaction product. The product is: [CH2:1]([N:3]1[C:15]2[CH:14]=[CH:13][C:12]([C:16](=[O:18])[CH2:17][C:30](=[O:32])[CH3:29])=[CH:11][C:10]=2[C:9]2[C:4]1=[CH:5][CH:6]=[C:7]([C:19](=[O:28])[C:20]1[CH:25]=[CH:24][C:23]([F:26])=[CH:22][C:21]=1[CH3:27])[CH:8]=2)[CH3:2].